Predict the reaction yield, written as a fraction of the theoretical maximum amount of product (1.0 means a 100% yield; for example, 0.34 means a 34% yield). From a dataset of Reaction yield outcomes from USPTO patents with 853,638 reactions. (1) The reactants are O.[OH-].[Li+].C[O:5][C:6](=[O:37])[CH2:7][C:8]1[C:17]([CH3:18])=[C:16]([C:19]2[CH:24]=[CH:23][C:22]([S:25]([C:28]3[CH:33]=[C:32]([F:34])[CH:31]=[C:30]([F:35])[CH:29]=3)(=[O:27])=[O:26])=[CH:21][CH:20]=2)[C:15]2[C:10](=[CH:11][CH:12]=[C:13]([F:36])[CH:14]=2)[CH:9]=1. The catalyst is C1COCC1.O. The product is [F:34][C:32]1[CH:33]=[C:28]([S:25]([C:22]2[CH:21]=[CH:20][C:19]([C:16]3[C:15]4[C:10](=[CH:11][CH:12]=[C:13]([F:36])[CH:14]=4)[CH:9]=[C:8]([CH2:7][C:6]([OH:37])=[O:5])[C:17]=3[CH3:18])=[CH:24][CH:23]=2)(=[O:27])=[O:26])[CH:29]=[C:30]([F:35])[CH:31]=1. The yield is 0.960. (2) The reactants are [CH:1]1([C:4]([C:6]2[CH:11]=[CH:10][C:9]([CH2:12][C:13]([OH:15])=[O:14])=[CH:8][CH:7]=2)=[O:5])[CH2:3][CH2:2]1.[CH3:16]O. The catalyst is S(=O)(=O)(O)O. The product is [CH:1]1([C:4]([C:6]2[CH:11]=[CH:10][C:9]([CH2:12][C:13]([O:15][CH3:16])=[O:14])=[CH:8][CH:7]=2)=[O:5])[CH2:2][CH2:3]1. The yield is 0.680. (3) The reactants are [O:1]=[C:2]1[NH:6][C:5](=[O:7])[C:4](=[CH:8][C:9]2[CH:14]=[CH:13][C:12]([C:15]3[CH:20]=[CH:19][CH:18]=[C:17]([CH2:21][N:22]([CH3:32])[C:23](=[O:31])[CH2:24][CH2:25][CH2:26][CH2:27][CH2:28][CH2:29][CH3:30])[CH:16]=3)=[CH:11][CH:10]=2)[S:3]1. The catalyst is O1CCOCC1. The product is [O:1]=[C:2]1[NH:6][C:5](=[O:7])[CH:4]([CH2:8][C:9]2[CH:14]=[CH:13][C:12]([C:15]3[CH:20]=[CH:19][CH:18]=[C:17]([CH2:21][N:22]([CH3:32])[C:23](=[O:31])[CH2:24][CH2:25][CH2:26][CH2:27][CH2:28][CH2:29][CH3:30])[CH:16]=3)=[CH:11][CH:10]=2)[S:3]1. The yield is 0.530. (4) The reactants are [Br:1][CH2:2][C:3]1[CH:11]=[CH:10][C:6]([C:7]([OH:9])=[O:8])=[CH:5][CH:4]=1.S(Cl)(Cl)=O.[CH3:16]O. No catalyst specified. The product is [CH3:16][O:8][C:7](=[O:9])[C:6]1[CH:10]=[CH:11][C:3]([CH2:2][Br:1])=[CH:4][CH:5]=1. The yield is 0.932.